This data is from Full USPTO retrosynthesis dataset with 1.9M reactions from patents (1976-2016). The task is: Predict the reactants needed to synthesize the given product. (1) Given the product [CH2:48]([S:47][C:40]1[CH:41]=[CH:42][C:43]([C:45]#[N:46])=[CH:44][C:39]=1[NH:38][N:37]1[C:17](=[O:19])[C:16]2[C:15](=[CH:23][CH:22]=[C:21]([C:24]([F:27])([F:26])[F:25])[CH:20]=2)[N:14]=[CH:35]1)[CH3:49], predict the reactants needed to synthesize it. The reactants are: C(SC1C=CC(C#N)=CC=1NN)C.[NH2:14][C:15]1[CH:23]=[CH:22][C:21]([C:24]([F:27])([F:26])[F:25])=[CH:20][C:16]=1[C:17]([OH:19])=O.NC1C([C:35]([NH:37][NH:38][C:39]2[CH:44]=[C:43]([C:45]#[N:46])[CH:42]=[CH:41][C:40]=2[S:47][CH2:48][CH3:49])=O)=CC(Br)=CN=1. (2) Given the product [Br:1][C:2]1[CH:18]=[CH:17][C:5]2[N:6]=[C:7]([C:9]3([OH:16])[CH2:14][CH2:13][CH:12]([N:19]4[CH2:22][CH:21]([NH:23][C:24]([CH2:26][NH:27][C:28](=[O:39])[C:29]5[CH:34]=[CH:33][CH:32]=[C:31]([C:35]([F:38])([F:36])[F:37])[CH:30]=5)=[O:25])[CH2:20]4)[CH2:11][CH2:10]3)[S:8][C:4]=2[CH:3]=1, predict the reactants needed to synthesize it. The reactants are: [Br:1][C:2]1[CH:18]=[CH:17][C:5]2[N:6]=[C:7]([C:9]3([OH:16])[CH2:14][CH2:13][C:12](=O)[CH2:11][CH2:10]3)[S:8][C:4]=2[CH:3]=1.[NH:19]1[CH2:22][CH:21]([NH:23][C:24]([CH2:26][NH:27][C:28](=[O:39])[C:29]2[CH:34]=[CH:33][CH:32]=[C:31]([C:35]([F:38])([F:37])[F:36])[CH:30]=2)=[O:25])[CH2:20]1. (3) Given the product [Cl:1][C:2]1[CH:3]=[C:4]([O:9][CH:10]([CH2:15][CH3:16])[C:11]([OH:13])=[O:12])[CH:5]=[N:6][C:7]=1[Cl:8], predict the reactants needed to synthesize it. The reactants are: [Cl:1][C:2]1[CH:3]=[C:4]([O:9][CH:10]([CH2:15][CH3:16])[C:11]([O:13]C)=[O:12])[CH:5]=[N:6][C:7]=1[Cl:8].[OH-].[Na+]. (4) Given the product [CH3:54][N:51]1[C:50]2[CH:55]=[CH:56][C:47]([CH2:46][N:1]3[C:9]4[C:4](=[CH:5][CH:6]=[CH:7][CH:8]=4)[C:3]4([C:21]5[C:12](=[CH:13][C:14]6[O:19][CH2:18][CH2:17][O:16][C:15]=6[CH:20]=5)[O:11][CH2:10]4)[C:2]3=[O:22])=[CH:48][C:49]=2[N:53]=[N:52]1, predict the reactants needed to synthesize it. The reactants are: [NH:1]1[C:9]2[C:4](=[CH:5][CH:6]=[CH:7][CH:8]=2)[C:3]2([C:21]3[C:12](=[CH:13][C:14]4[O:19][CH2:18][CH2:17][O:16][C:15]=4[CH:20]=3)[O:11][CH2:10]2)[C:2]1=[O:22].N1C2C(=CC=CC=2)[C@@]2(C3C(=CC4OCCOC=4C=3)OC2)C1=O.Cl[CH2:46][C:47]1[CH:56]=[CH:55][C:50]2[N:51]([CH3:54])[N:52]=[N:53][C:49]=2[CH:48]=1.BrCCCCC. (5) Given the product [CH2:1]([CH:8]1[CH2:13][C:12]2([C:21]3[C:16](=[CH:17][CH:18]=[C:19]([Cl:22])[CH:20]=3)[NH:15][CH2:14]2)[CH2:11][CH2:10][N:9]1[C:23]([O:25][C:26]([CH3:29])([CH3:28])[CH3:27])=[O:24])[C:2]1[CH:7]=[CH:6][CH:5]=[CH:4][CH:3]=1, predict the reactants needed to synthesize it. The reactants are: [CH2:1]([CH:8]1[CH2:13][C:12]2([C:21]3[C:16](=[CH:17][CH:18]=[C:19]([Cl:22])[CH:20]=3)[N:15]=[CH:14]2)[CH2:11][CH2:10][N:9]1[C:23]([O:25][C:26]([CH3:29])([CH3:28])[CH3:27])=[O:24])[C:2]1[CH:7]=[CH:6][CH:5]=[CH:4][CH:3]=1.C(O[BH-](OC(=O)C)OC(=O)C)(=O)C.[Na+].C(O)(=O)C. (6) Given the product [CH2:1]([O:3][C:4](=[O:34])[CH:5]([O:6][CH2:7][CH3:8])[C:9]1[C:10]([C:23]2[CH:28]=[CH:27][C:26]([CH3:29])=[CH:25][C:24]=2[OH:30])=[C:11]2[C:18]3[CH2:19][CH2:20][CH2:21][CH2:22][C:17]=3[S:16][C:12]2=[N:13][C:14]=1[CH3:15])[CH3:2], predict the reactants needed to synthesize it. The reactants are: [CH2:1]([O:3][C:4](=[O:34])[CH:5]([C:9]1[C:10]([C:23]2[CH:28]=[CH:27][C:26]([CH3:29])=[CH:25][C:24]=2[O:30]CC=C)=[C:11]2[C:18]3[CH2:19][CH2:20][CH2:21][CH2:22][C:17]=3[S:16][C:12]2=[N:13][C:14]=1[CH3:15])[O:6][CH2:7][CH3:8])[CH3:2].CN1C(=O)CC(=O)N(C)C1=O.